From a dataset of Reaction yield outcomes from USPTO patents with 853,638 reactions. Predict the reaction yield, written as a fraction of the theoretical maximum amount of product (1.0 means a 100% yield; for example, 0.34 means a 34% yield). (1) The reactants are FC(F)(F)C(O)=O.[NH:8]([C:15]1[C:20]([Br:21])=[CH:19][N:18]=[C:17]([NH:22][C:23]2[CH:28]=[CH:27][C:26]([C:29]#[C:30][CH2:31][NH:32]C(OC(C)(C)C)=O)=[CH:25][CH:24]=2)[N:16]=1)[C:9]1[CH:14]=[CH:13][CH:12]=[CH:11][CH:10]=1. The catalyst is C(Cl)Cl. The product is [NH:8]([C:15]1[C:20]([Br:21])=[CH:19][N:18]=[C:17]([NH:22][C:23]2[CH:24]=[CH:25][C:26]([C:29]#[C:30][CH2:31][NH2:32])=[CH:27][CH:28]=2)[N:16]=1)[C:9]1[CH:14]=[CH:13][CH:12]=[CH:11][CH:10]=1. The yield is 0.810. (2) The reactants are [N:1]1([CH2:6][CH2:7][OH:8])[CH:5]=[CH:4][CH:3]=[N:2]1.[N+:9]([C:12]1[CH:19]=[CH:18][CH:17]=[C:16]([N+]([O-])=O)[C:13]=1[C:14]#[N:15])([O-:11])=[O:10]. No catalyst specified. The product is [N:1]1([CH2:6][CH2:7][O:8][C:16]2[CH:17]=[CH:18][CH:19]=[C:12]([N+:9]([O-:11])=[O:10])[C:13]=2[C:14]#[N:15])[CH:5]=[CH:4][CH:3]=[N:2]1. The yield is 0.892. (3) The reactants are Br[C:2]1[CH:23]=[CH:22][C:5]([C:6]([NH:8][S:9]([C:12]2[CH:17]=[CH:16][CH:15]=[CH:14][C:13]=2[S:18](=[O:21])(=[O:20])[NH2:19])(=[O:11])=[O:10])=[O:7])=[CH:4][C:3]=1[O:24][CH2:25][CH2:26][CH:27]([F:29])[F:28].[CH:30]1([C:35]#[CH:36])[CH2:34][CH2:33][CH2:32][CH2:31]1. No catalyst specified. The product is [CH:30]1([C:35]#[C:36][C:2]2[CH:23]=[CH:22][C:5]([C:6]([NH:8][S:9]([C:12]3[CH:17]=[CH:16][CH:15]=[CH:14][C:13]=3[S:18](=[O:21])(=[O:20])[NH2:19])(=[O:11])=[O:10])=[O:7])=[CH:4][C:3]=2[O:24][CH2:25][CH2:26][CH:27]([F:29])[F:28])[CH2:34][CH2:33][CH2:32][CH2:31]1. The yield is 0.260. (4) The reactants are [CH3:1][C:2]([O:4][C:5]([CH3:7])=[O:6])=O.[OH:8][C@@H:9]1[C@@H:14]([CH3:15])[CH2:13][N:12]([C:16]2[C:21]([N+:22]([O-:24])=[O:23])=[CH:20][N+:19]([O-])=[C:18]3CC[CH2:28][C:17]=23)[CH2:11][C@H:10]1[NH:29][C:30](=[O:36])[O:31][C:32]([CH3:35])([CH3:34])[CH3:33].[C:37](Cl)(=[O:39])[CH3:38].CCN(C(C)C)C(C)C. No catalyst specified. The product is [C:5]([O:4][CH:2]1[C:18]2=[N:19][CH:20]=[C:21]([N+:22]([O-:24])=[O:23])[C:16]([N:12]3[CH2:13][C@H:14]([CH3:15])[C@@H:9]([O:8][C:37](=[O:39])[CH3:38])[C@H:10]([NH:29][C:30]([O:31][C:32]([CH3:34])([CH3:33])[CH3:35])=[O:36])[CH2:11]3)=[C:17]2[CH2:28][CH2:1]1)(=[O:6])[CH3:7]. The yield is 0.790. (5) The reactants are [F:1][B-:2]([F:5])([F:4])[F:3].[H+].[F:7][C:8]1[CH:13]=[CH:12][C:11]([C@@H:14]([N:16]2[CH2:21][CH2:20][CH2:19]/[C:18](=[CH:22]\[C:23]3[CH:28]=[CH:27][C:26]([N:29]4[CH:33]=[C:32]([CH3:34])[N:31]=[CH:30]4)=[C:25]([O:35][CH3:36])[CH:24]=3)/[C:17]2=[O:37])[CH3:15])=[CH:10][CH:9]=1. The catalyst is C(OCC)(=O)C. The product is [F:1][B-:2]([F:5])([F:4])[F:3].[F:7][C:8]1[CH:13]=[CH:12][C:11]([C@@H:14]([N:16]2[CH2:21][CH2:20][CH2:19]/[C:18](=[CH:22]\[C:23]3[CH:28]=[CH:27][C:26]([N:29]4[CH:33]=[C:32]([CH3:34])[N:31]=[CH:30]4)=[C:25]([O:35][CH3:36])[CH:24]=3)/[C:17]2=[O:37])[CH3:15])=[CH:10][CH:9]=1. The yield is 0.461. (6) The catalyst is C(OCC)(=O)C.CO. The reactants are [OH:1][C:2]1[CH:3]=[C:4]([N:8]2[CH2:12][C@@H:11]3[CH2:13][N:14](C(OC(C)(C)C)=O)[CH2:15][C@@H:10]3[CH2:9]2)[CH:5]=[N:6][CH:7]=1.[ClH:23].O1CCOCC1. The product is [ClH:23].[ClH:23].[OH:1][C:2]1[CH:3]=[C:4]([N:8]2[CH2:9][C@@H:10]3[C@@H:11]([CH2:13][NH:14][CH2:15]3)[CH2:12]2)[CH:5]=[N:6][CH:7]=1. The yield is 0.990. (7) The reactants are [F:1][C:2]1[CH:7]=[CH:6][CH:5]=[C:4]([F:8])[C:3]=1[OH:9].[Br:10]N1C(=O)CCC1=O. The catalyst is CN(C=O)C. The product is [Br:10][C:6]1[CH:7]=[C:2]([F:1])[C:3]([OH:9])=[C:4]([F:8])[CH:5]=1. The yield is 0.930. (8) The reactants are [C:1](OCC)(=[O:7])[C:2](OCC)=[O:3].[CH3:11][N:12]([CH3:31])[C:13](=[O:30])[CH2:14][N:15]([C:22]1[CH:27]=[CH:26][C:25]([O:28][CH3:29])=[CH:24][CH:23]=1)[CH2:16][C:17]([O:19][CH2:20][CH3:21])=[O:18].CC[O-].[Na+].C(O)(=O)C. The catalyst is O. The product is [CH3:31][N:12]([CH3:11])[C:13]([C:14]1[N:15]([C:22]2[CH:27]=[CH:26][C:25]([O:28][CH3:29])=[CH:24][CH:23]=2)[C:16]([C:17]([O:19][CH2:20][CH3:21])=[O:18])=[C:2]([OH:3])[C:1]=1[OH:7])=[O:30]. The yield is 0.530.